This data is from Forward reaction prediction with 1.9M reactions from USPTO patents (1976-2016). The task is: Predict the product of the given reaction. (1) Given the reactants [N+:1]([C:4]1[CH:5]=[CH:6][C:7]([OH:22])=[N:8][C:9]=1[NH:10][C:11]1[CH:16]=[CH:15][CH:14]=[CH:13][C:12]=1[O:17][C:18]([F:21])([F:20])[F:19])([O-])=O, predict the reaction product. The product is: [NH2:1][C:4]1[CH:5]=[CH:6][C:7]([OH:22])=[N:8][C:9]=1[NH:10][C:11]1[CH:16]=[CH:15][CH:14]=[CH:13][C:12]=1[O:17][C:18]([F:21])([F:19])[F:20]. (2) Given the reactants [Cl:1][C:2]1[CH:3]=[C:4]([C:12]2[O:16][N:15]=[C:14]([C:17]3[CH:27]=[CH:26][C:20]4[CH2:21][NH:22][CH2:23][CH2:24][O:25][C:19]=4[CH:18]=3)[N:13]=2)[CH:5]=[CH:6][C:7]=1[O:8][CH:9]([CH3:11])[CH3:10].Br[CH2:29][C:30]([O:32][C:33]([CH3:36])([CH3:35])[CH3:34])=[O:31].CCN(C(C)C)C(C)C, predict the reaction product. The product is: [Cl:1][C:2]1[CH:3]=[C:4]([C:12]2[O:16][N:15]=[C:14]([C:17]3[CH:27]=[CH:26][C:20]4[CH2:21][N:22]([CH2:29][C:30]([O:32][C:33]([CH3:36])([CH3:35])[CH3:34])=[O:31])[CH2:23][CH2:24][O:25][C:19]=4[CH:18]=3)[N:13]=2)[CH:5]=[CH:6][C:7]=1[O:8][CH:9]([CH3:11])[CH3:10]. (3) Given the reactants F[CH2:2][C:3]1[CH:7]=[C:6]([C:8]2[CH:13]=[CH:12][CH:11]=[CH:10][CH:9]=2)[N:5]([C:14]2[CH:19]=[CH:18][C:17]([S:20]([NH2:23])(=[O:22])=[O:21])=[CH:16][CH:15]=2)[N:4]=1.C(OCC)(=[O:26])C, predict the reaction product. The product is: [CH:2]([C:3]1[CH:7]=[C:6]([C:8]2[CH:13]=[CH:12][CH:11]=[CH:10][CH:9]=2)[N:5]([C:14]2[CH:19]=[CH:18][C:17]([S:20]([NH2:23])(=[O:22])=[O:21])=[CH:16][CH:15]=2)[N:4]=1)=[O:26]. (4) The product is: [Cl:41][CH2:42][CH2:43][S:44]([N:17]1[CH2:18][C:19]2([CH2:21][CH:22]([NH:24][C:7]3[C:2]([C:29]4[CH:30]=[CH:31][C:26]([O:25][C:32]5[CH:37]=[CH:36][CH:35]=[CH:34][CH:33]=5)=[CH:27][CH:28]=4)=[C:3]([NH2:9])[N:4]=[CH:5][N:6]=3)[CH2:23]2)[CH2:20]1)(=[O:46])=[O:45]. Given the reactants Cl[C:2]1[C:3]([NH2:9])=[N:4][CH:5]=[N:6][C:7]=1Cl.C(OC([N:17]1[CH2:20][C:19]2([CH2:23][CH:22]([NH2:24])[CH2:21]2)[CH2:18]1)=O)(C)(C)C.[O:25]([C:32]1[CH:37]=[CH:36][C:35](B(O)O)=[CH:34][CH:33]=1)[C:26]1[CH:31]=[CH:30][CH:29]=[CH:28][CH:27]=1.[Cl:41][CH2:42][CH2:43][S:44](Cl)(=[O:46])=[O:45], predict the reaction product.